Dataset: Full USPTO retrosynthesis dataset with 1.9M reactions from patents (1976-2016). Task: Predict the reactants needed to synthesize the given product. (1) Given the product [F:17][C:18]1[CH:19]=[C:20]([CH2:25][C:26]([OH:28])=[O:27])[CH:21]=[CH:22][C:23]=1[O:24][C:2]1[CH:7]=[CH:6][N:5]=[C:4]2[CH:8]=[C:9]([C:11]3[N:12]([CH3:16])[CH:13]=[CH:14][N:15]=3)[S:10][C:3]=12, predict the reactants needed to synthesize it. The reactants are: Cl[C:2]1[CH:7]=[CH:6][N:5]=[C:4]2[CH:8]=[C:9]([C:11]3[N:12]([CH3:16])[CH:13]=[CH:14][N:15]=3)[S:10][C:3]=12.[F:17][C:18]1[CH:19]=[C:20]([CH2:25][C:26]([OH:28])=[O:27])[CH:21]=[CH:22][C:23]=1[OH:24]. (2) Given the product [C:29]([O:33][C:34]([NH:36][CH2:11][CH2:12][CH2:13][O:14][C:15]1[C:16]([CH2:26][CH:27]=[CH2:28])=[C:17]2[C:22](=[CH:23][CH:24]=1)[C:21](=[O:25])[CH2:20][CH2:19][CH2:18]2)=[O:35])([CH3:32])([CH3:31])[CH3:30], predict the reactants needed to synthesize it. The reactants are: C(OC(NCC[CH2:11][CH2:12][CH2:13][O:14][C:15]1[C:16]([CH2:26][CH:27]=[CH2:28])=[C:17]2[C:22](=[CH:23][CH:24]=1)[C:21](=[O:25])[CH2:20][CH2:19][CH2:18]2)=O)(C)(C)C.[C:29]([O:33][C:34]([NH:36]CCCO)=[O:35])([CH3:32])([CH3:31])[CH3:30]. (3) The reactants are: [CH2:1]([O:8][C:9]([NH:11][C:12]1[CH:13]=[C:14]([CH2:18][C:19]([O:21]CC)=[O:20])[CH:15]=[CH:16][CH:17]=1)=[O:10])[C:2]1[CH:7]=[CH:6][CH:5]=[CH:4][CH:3]=1.C(O)C.[Li+].[OH-].Cl. Given the product [CH2:1]([O:8][C:9]([NH:11][C:12]1[CH:13]=[C:14]([CH2:18][C:19]([OH:21])=[O:20])[CH:15]=[CH:16][CH:17]=1)=[O:10])[C:2]1[CH:7]=[CH:6][CH:5]=[CH:4][CH:3]=1, predict the reactants needed to synthesize it. (4) Given the product [OH:2][CH2:1][C:3]1[CH2:19][N:6]2[CH:7]=[CH:8][C:9]3[C:10]([CH:11]=[C:12]([C:14]([O:16][CH2:17][CH3:18])=[O:15])[N:13]=3)=[C:5]2[N:4]=1, predict the reactants needed to synthesize it. The reactants are: [CH:1]([C:3]1[CH2:19][N:6]2[CH:7]=[CH:8][C:9]3[C:10]([CH:11]=[C:12]([C:14]([O:16][CH2:17][CH3:18])=[O:15])[N:13]=3)=[C:5]2[N:4]=1)=[O:2].[BH4-].[Na+]. (5) The reactants are: C([O:3][C:4](=[O:37])[CH2:5][NH:6][C:7]([N:9]1[CH2:13][C@@H:12]([CH2:14][C:15]([CH3:18])([CH3:17])[CH3:16])[C@@:11]([C:21]2[CH:26]=[CH:25][C:24]([Cl:27])=[CH:23][C:22]=2[F:28])([C:19]#[N:20])[C@H:10]1[C:29]1[CH:34]=[CH:33][CH:32]=[C:31]([Cl:35])[C:30]=1[F:36])=[O:8])C.O.[OH-].[Li+]. Given the product [Cl:35][C:31]1[C:30]([F:36])=[C:29]([C@@H:10]2[C@:11]([C:21]3[CH:26]=[CH:25][C:24]([Cl:27])=[CH:23][C:22]=3[F:28])([C:19]#[N:20])[C@H:12]([CH2:14][C:15]([CH3:17])([CH3:18])[CH3:16])[CH2:13][N:9]2[C:7]([NH:6][CH2:5][C:4]([OH:37])=[O:3])=[O:8])[CH:34]=[CH:33][CH:32]=1, predict the reactants needed to synthesize it. (6) Given the product [Cl:31][C:23]1[CH:22]=[C:21]([CH:26]=[C:25]([C:27]([F:28])([F:29])[F:30])[CH:24]=1)[CH2:20][N:13]([C@H:12]1[CH2:11][CH2:10][CH2:9][NH:8][C:7]2[C:2]([CH3:37])=[C:3]([C:33]([F:34])([F:36])[F:41])[C:4]([CH3:32])=[CH:5][C:6]1=2)[C:14]1[N:15]=[N:16][N:17]([CH3:19])[N:18]=1, predict the reactants needed to synthesize it. The reactants are: Br[C:2]1[C:7]2[NH:8][CH2:9][CH2:10][CH2:11][C@H:12]([N:13]([CH2:20][C:21]3[CH:26]=[C:25]([C:27]([F:30])([F:29])[F:28])[CH:24]=[C:23]([Cl:31])[CH:22]=3)[C:14]3[N:15]=[N:16][N:17]([CH3:19])[N:18]=3)[C:6]=2[CH:5]=[C:4]([CH3:32])[C:3]=1[C:33]([F:36])(F)[F:34].[CH3:37]B(O)O.[F-:41]. (7) Given the product [Cl:26][C:27]1[CH:35]=[CH:34][CH:33]=[C:32]([Cl:36])[C:28]=1[C:29]([NH:1][C:2]1[CH:7]=[N:6][C:5]([NH:8][C:9]2[CH:14]=[CH:13][C:12]([S:15](=[O:17])(=[O:16])[NH:18][CH2:19][CH2:20][N:21]3[CH2:25][CH2:24][CH2:23][CH2:22]3)=[CH:11][CH:10]=2)=[N:4][CH:3]=1)=[O:30], predict the reactants needed to synthesize it. The reactants are: [NH2:1][C:2]1[CH:3]=[N:4][C:5]([NH:8][C:9]2[CH:14]=[CH:13][C:12]([S:15]([NH:18][CH2:19][CH2:20][N:21]3[CH2:25][CH2:24][CH2:23][CH2:22]3)(=[O:17])=[O:16])=[CH:11][CH:10]=2)=[N:6][CH:7]=1.[Cl:26][C:27]1[CH:35]=[CH:34][CH:33]=[C:32]([Cl:36])[C:28]=1[C:29](Cl)=[O:30]. (8) Given the product [ClH:16].[Cl:16][C:14]1[C:13]([CH3:17])=[C:12]([CH:18]=[CH2:19])[C:11]([O:20][CH3:21])=[C:10]([CH:8]([NH2:7])[CH3:9])[CH:15]=1, predict the reactants needed to synthesize it. The reactants are: C(OC(=O)[NH:7][CH:8]([C:10]1[CH:15]=[C:14]([Cl:16])[C:13]([CH3:17])=[C:12]([CH:18]=[CH2:19])[C:11]=1[O:20][CH3:21])[CH3:9])(C)(C)C.